From a dataset of Catalyst prediction with 721,799 reactions and 888 catalyst types from USPTO. Predict which catalyst facilitates the given reaction. (1) Reactant: [CH2:1]([N:8]1[CH2:13][CH2:12][CH:11]([NH:14][C:15]2[NH:19][C:18]3[CH:20]=[CH:21][CH:22]=[CH:23][C:17]=3[N:16]=2)[CH2:10][CH2:9]1)C1C=CC=CC=1.Cl.[CH2:25]([N:32]([CH2:37][C:38]1[CH:43]=[CH:42][CH:41]=[CH:40][CH:39]=1)[C@@H:33]([CH3:36])[CH2:34][OH:35])[C:26]1[CH:31]=[CH:30][CH:29]=[CH:28][CH:27]=1.C1N=CN(C(N2C=NC=C2)=[O:50])C=1.C(N(CC)CC)C. Product: [NH:19]1[C:18]2[CH:20]=[CH:21][CH:22]=[CH:23][C:17]=2[N:16]=[C:15]1[NH:14][CH:11]1[CH2:10][CH2:9][N:8]([C:1]([O:35][CH2:34][C@@H:33]([N:32]([CH2:25][C:26]2[CH:27]=[CH:28][CH:29]=[CH:30][CH:31]=2)[CH2:37][C:38]2[CH:39]=[CH:40][CH:41]=[CH:42][CH:43]=2)[CH3:36])=[O:50])[CH2:13][CH2:12]1. The catalyst class is: 403. (2) Reactant: [N:1]([C:4]1[N:9]=[N:8][C:7]([C:10]([O:12][CH3:13])=[O:11])=[CH:6][CH:5]=1)=[C:2]=[O:3].[CH2:14]1[C:22]2[C:17](=[CH:18][CH:19]=[CH:20][CH:21]=2)[CH2:16][NH:15]1. Product: [CH2:14]1[C:22]2[C:17](=[CH:18][CH:19]=[CH:20][CH:21]=2)[CH2:16][N:15]1[C:2]([NH:1][C:4]1[N:9]=[N:8][C:7]([C:10]([O:12][CH3:13])=[O:11])=[CH:6][CH:5]=1)=[O:3]. The catalyst class is: 1. (3) Reactant: [C:1]([O:5][C:6]([NH:8][CH:9]([C:27](=[O:31])[N:28]([CH3:30])[CH3:29])[CH2:10][C:11]1[CH:26]=[CH:25][C:14]([O:15][C:16]2[CH:24]=[CH:23][C:19]([C:20]([OH:22])=O)=[CH:18][N:17]=2)=[CH:13][CH:12]=1)=[O:7])([CH3:4])([CH3:3])[CH3:2].CN1CCOCC1.Cl.[NH2:40][OH:41].C(O)(=O)C. Product: [C:1]([O:5][C:6](=[O:7])[NH:8][CH:9]([C:27](=[O:31])[N:28]([CH3:29])[CH3:30])[CH2:10][C:11]1[CH:26]=[CH:25][C:14]([O:15][C:16]2[CH:24]=[CH:23][C:19]([C:20](=[O:22])[NH:40][OH:41])=[CH:18][N:17]=2)=[CH:13][CH:12]=1)([CH3:4])([CH3:2])[CH3:3]. The catalyst class is: 3. (4) Reactant: [CH3:1][O:2][C:3]1[CH:4]=[C:5]2[C:10](=[CH:11][C:12]=1[O:13][CH3:14])[N:9]=[C:8]([N:15]([CH2:17][C:18]1([C:24]3[CH:29]=[CH:28][CH:27]=[CH:26][CH:25]=3)[CH2:23][CH2:22][NH:21][CH2:20][CH2:19]1)[CH3:16])[N:7]=[C:6]2[NH2:30].C(=O)(O)[O-].[Na+].[CH:36]1([C:39](Cl)=[O:40])[CH2:38][CH2:37]1. Product: [NH2:30][C:6]1[C:5]2[C:10](=[CH:11][C:12]([O:13][CH3:14])=[C:3]([O:2][CH3:1])[CH:4]=2)[N:9]=[C:8]([N:15]([CH2:17][C:18]2([C:24]3[CH:29]=[CH:28][CH:27]=[CH:26][CH:25]=3)[CH2:19][CH2:20][N:21]([C:39]([CH:36]3[CH2:38][CH2:37]3)=[O:40])[CH2:22][CH2:23]2)[CH3:16])[N:7]=1. The catalyst class is: 13. (5) Reactant: C(Cl)(=O)C(C)(C)C.[CH2:8]([O:10][C:11]1[CH:12]=[C:13]([CH2:22][C:23]([OH:25])=O)[CH:14]=[CH:15][C:16]=1[C:17]([O:19][CH2:20][CH3:21])=[O:18])[CH3:9].C(N(CC)CC)C.[CH3:33][CH:34]([CH3:50])[CH2:35][C@H:36]([NH2:49])[C:37]1[CH:42]=[CH:41][CH:40]=[CH:39][C:38]=1[N:43]1[CH2:48][CH2:47][CH2:46][CH2:45][CH2:44]1. Product: [CH2:8]([O:10][C:11]1[CH:12]=[C:13]([CH2:22][C:23]([NH:49][C@H:36]([C:37]2[CH:42]=[CH:41][CH:40]=[CH:39][C:38]=2[N:43]2[CH2:44][CH2:45][CH2:46][CH2:47][CH2:48]2)[CH2:35][CH:34]([CH3:50])[CH3:33])=[O:25])[CH:14]=[CH:15][C:16]=1[C:17]([O:19][CH2:20][CH3:21])=[O:18])[CH3:9]. The catalyst class is: 345.